Dataset: Full USPTO retrosynthesis dataset with 1.9M reactions from patents (1976-2016). Task: Predict the reactants needed to synthesize the given product. (1) Given the product [CH2:3]([O:5][C:6]([C@@H:8]1[CH2:10][C@H:9]1[C:11]([OH:13])=[O:12])=[O:7])[CH3:4], predict the reactants needed to synthesize it. The reactants are: [OH-].[Na+].[CH2:3]([O:5][C:6]([C@@H:8]1[CH2:10][C@H:9]1[C:11]([O:13]CC)=[O:12])=[O:7])[CH3:4].O. (2) Given the product [Cl:9][C:10]1[C:11]([CH3:20])=[C:12]([S:16]([NH:1][C:2]2[O:6][N:5]=[C:4]([CH3:7])[C:3]=2[Br:8])(=[O:18])=[O:17])[CH:13]=[CH:14][CH:15]=1, predict the reactants needed to synthesize it. The reactants are: [NH2:1][C:2]1[O:6][N:5]=[C:4]([CH3:7])[C:3]=1[Br:8].[Cl:9][C:10]1[C:11]([CH3:20])=[C:12]([S:16](Cl)(=[O:18])=[O:17])[CH:13]=[CH:14][CH:15]=1.